Predict the product of the given reaction. From a dataset of Forward reaction prediction with 1.9M reactions from USPTO patents (1976-2016). (1) Given the reactants Cl[CH2:2][CH2:3][O:4][C:5]1[CH:10]=[CH:9][N:8]2[N:11]=[C:12]([CH3:39])[C:13]([C:14]3[S:15][C:16]([C:28]4[N:32]=[CH:31][N:30](C5CCCCO5)[N:29]=4)=[C:17]([C:19]4[C:24]([O:25][CH3:26])=[CH:23][CH:22]=[CH:21][C:20]=4[F:27])[N:18]=3)=[C:7]2[CH:6]=1.[CH3:40][S:41]([N:44]1[CH2:49][CH2:48][NH:47][CH2:46][CH2:45]1)(=[O:43])=[O:42].C(=O)([O-])[O-].[K+].[K+].[I-].[Na+].Cl, predict the reaction product. The product is: [F:27][C:20]1[CH:21]=[CH:22][CH:23]=[C:24]([O:25][CH3:26])[C:19]=1[C:17]1[N:18]=[C:14]([C:13]2[C:12]([CH3:39])=[N:11][N:8]3[CH:9]=[CH:10][C:5]([O:4][CH2:3][CH2:2][N:47]4[CH2:48][CH2:49][N:44]([S:41]([CH3:40])(=[O:43])=[O:42])[CH2:45][CH2:46]4)=[CH:6][C:7]=23)[S:15][C:16]=1[C:28]1[N:32]=[CH:31][NH:30][N:29]=1. (2) The product is: [CH:39]1([CH2:42][O:43][C:44]2[CH:52]=[CH:51][C:47]3[O:48][CH2:49][O:50][C:46]=3[C:45]=2[C:53]2[C:54]3[NH:61][CH:60]=[C:59]([C:62]([NH:1][C@H:2]([CH2:32][C:33]4[CH:34]=[CH:35][CH:36]=[CH:37][CH:38]=4)[C:3]([N:5]4[CH2:6][CH2:7][CH:8]([N:11]5[N:20]=[C:19]([C:21]6[CH:26]=[CH:25][C:24]([O:27][CH3:28])=[C:23]([O:29][CH3:30])[CH:22]=6)[C@H:18]6[C@H:13]([CH2:14][CH2:15][CH2:16][CH2:17]6)[C:12]5=[O:31])[CH2:9][CH2:10]4)=[O:4])=[O:63])[C:55]=3[N:56]=[CH:57][N:58]=2)[CH2:40][CH2:41]1. Given the reactants [NH2:1][C@H:2]([CH2:32][C:33]1[CH:38]=[CH:37][CH:36]=[CH:35][CH:34]=1)[C:3]([N:5]1[CH2:10][CH2:9][CH:8]([N:11]2[N:20]=[C:19]([C:21]3[CH:26]=[CH:25][C:24]([O:27][CH3:28])=[C:23]([O:29][CH3:30])[CH:22]=3)[C@H:18]3[C@H:13]([CH2:14][CH2:15][CH2:16][CH2:17]3)[C:12]2=[O:31])[CH2:7][CH2:6]1)=[O:4].[CH:39]1([CH2:42][O:43][C:44]2[CH:52]=[CH:51][C:47]3[O:48][CH2:49][O:50][C:46]=3[C:45]=2[C:53]2[C:54]3[NH:61][CH:60]=[C:59]([C:62](O)=[O:63])[C:55]=3[N:56]=[CH:57][N:58]=2)[CH2:41][CH2:40]1.CN(C(ON1N=NC2C=CC=NC1=2)=[N+](C)C)C.F[P-](F)(F)(F)(F)F.CCN(C(C)C)C(C)C.C(=O)(O)[O-].[Na+], predict the reaction product.